From a dataset of Catalyst prediction with 721,799 reactions and 888 catalyst types from USPTO. Predict which catalyst facilitates the given reaction. (1) Reactant: [CH3:1][O:2][C:3]1[C:8]([O:9][CH3:10])=[C:7]([O:11][CH3:12])[CH:6]=[C:5]([CH3:13])[C:4]=1[CH:14]([C:16]1[C:21]([C:22]([F:25])([F:24])[F:23])=[CH:20][N:19]=[C:18](Cl)[C:17]=1[Cl:27])[OH:15].C(N(CC)CC)C. Product: [CH3:1][O:2][C:3]1[C:8]([O:9][CH3:10])=[C:7]([O:11][CH3:12])[CH:6]=[C:5]([CH3:13])[C:4]=1[CH:14]([C:16]1[C:21]([C:22]([F:25])([F:24])[F:23])=[CH:20][N:19]=[CH:18][C:17]=1[Cl:27])[OH:15]. The catalyst class is: 352. (2) Reactant: Cl.[NH2:2][C@H:3]([C:9]([OH:11])=O)[CH2:4][CH2:5][CH2:6][CH2:7][NH2:8].[OH-].[Na+]. Product: [NH2:2][CH:3]1[CH2:4][CH2:5][CH2:6][CH2:7][NH:8][C:9]1=[O:11]. The catalyst class is: 709. (3) Reactant: [Cl:1][C:2]1[C:3]([C:9](=[N:24][O:25][CH:26]([CH2:28][CH3:29])[CH3:27])[CH2:10][NH:11][C:12](=[O:23])[C:13]2[CH:18]=[CH:17][CH:16]=[CH:15][C:14]=2[C:19]([F:22])([F:21])[F:20])=[N:4][CH:5]=[C:6]([Cl:8])[CH:7]=1.C(C1C=CC=CC=1)(=O)C1C=CC=CC=1. Product: [Cl:1][C:2]1[C:3](/[C:9](=[N:24]\[O:25][CH:26]([CH2:28][CH3:29])[CH3:27])/[CH2:10][NH:11][C:12](=[O:23])[C:13]2[CH:18]=[CH:17][CH:16]=[CH:15][C:14]=2[C:19]([F:21])([F:20])[F:22])=[N:4][CH:5]=[C:6]([Cl:8])[CH:7]=1. The catalyst class is: 10. (4) Reactant: S([C:5]1C=CC(C)=CC=1)(O)(=O)=O.[OH:12][CH2:13][C@@H:14]1[C@@H:20]([C:21]2[CH:26]=[CH:25][C:24]([Cl:27])=[C:23]([Cl:28])[CH:22]=2)[CH2:19][C@H:18]2[N:29]([CH3:30])[C@@H:15]1[CH2:16][CH2:17]2.C[O-].[Na+]. Product: [CH3:5][O:12][CH2:13][C@@H:14]1[C@@H:20]([C:21]2[CH:26]=[CH:25][C:24]([Cl:27])=[C:23]([Cl:28])[CH:22]=2)[CH2:19][C@H:18]2[N:29]([CH3:30])[C@@H:15]1[CH2:16][CH2:17]2. The catalyst class is: 5. (5) Product: [O:1]1[C:10]2[C:5](=[CH:6][C:7]([C:11]3[N:12]=[C:13]([C@H:33]4[CH2:34][C@@H:35]([OH:38])[CH2:36][N:37]4[C:40]([NH2:39])=[O:41])[N:14]4[C:19]5[CH:20]=[CH:21][NH:22][C:18]=5[N:17]=[CH:16][C:15]=34)=[CH:8][CH:9]=2)[CH2:4][CH2:3][CH2:2]1. Reactant: [O:1]1[C:10]2[C:5](=[CH:6][C:7]([C:11]3[N:12]=[C:13]([C@@H:33]4[NH:37][CH2:36][C@H:35]([OH:38])[CH2:34]4)[N:14]4[C:19]5[CH:20]=[CH:21][N:22](S(C6C=CC(C)=CC=6)(=O)=O)[C:18]=5[N:17]=[CH:16][C:15]=34)=[CH:8][CH:9]=2)[CH2:4][CH2:3][CH2:2]1.[N:39]([Si](C)(C)C)=[C:40]=[O:41].[OH-].[Na+]. The catalyst class is: 1.